This data is from Catalyst prediction with 721,799 reactions and 888 catalyst types from USPTO. The task is: Predict which catalyst facilitates the given reaction. (1) Reactant: [NH2:1][C:2]1[C:7]2[C:8]([CH2:11][O:12][C:13]3[CH:18]=[CH:17][C:16]([Br:19])=[CH:15][CH:14]=3)=[CH:9][S:10][C:6]=2[C:5]([C:20](O)=[O:21])=[CH:4][N:3]=1.O.ON1C2C=CC=CC=2N=N1.C(N=C=NC(C)C)(C)C.[CH3:43][C:44]1([CH3:55])[O:48][CH:47]([CH2:49][O:50][CH2:51][CH2:52][CH2:53][NH2:54])[CH2:46][O:45]1. Product: [CH3:43][C:44]1([CH3:55])[O:48][CH:47]([CH2:49][O:50][CH2:51][CH2:52][CH2:53][NH:54][C:20]([C:5]2[C:6]3[S:10][CH:9]=[C:8]([CH2:11][O:12][C:13]4[CH:18]=[CH:17][C:16]([Br:19])=[CH:15][CH:14]=4)[C:7]=3[C:2]([NH2:1])=[N:3][CH:4]=2)=[O:21])[CH2:46][O:45]1. The catalyst class is: 213. (2) Reactant: [CH:1]1([CH2:6][CH:7]([C:11]2[CH:16]=[CH:15][C:14]([Cl:17])=[C:13]([Cl:18])[CH:12]=2)[C:8]([OH:10])=O)[CH2:5][CH2:4][CH2:3][CH2:2]1.C(N(CC)CC)C.CC(C)(C)C(Cl)=O.[CH:33]([C@H:36]1[CH2:40][O:39][C:38](=[O:41])[NH:37]1)([CH3:35])[CH3:34].C([Li])CCC. Product: [CH:1]1([CH2:6][C@@H:7]([C:11]2[CH:16]=[CH:15][C:14]([Cl:17])=[C:13]([Cl:18])[CH:12]=2)[C:8]([N:37]2[C@@H:36]([CH:33]([CH3:35])[CH3:34])[CH2:40][O:39][C:38]2=[O:41])=[O:10])[CH2:2][CH2:3][CH2:4][CH2:5]1. The catalyst class is: 7. (3) Reactant: [O:1]1[CH2:6][CH2:5][CH:4]([C:7]2[NH:8][CH:9]=[CH:10][N:11]=2)[CH2:3][CH2:2]1.[H-].[Na+].[CH3:14][N:15]([CH3:20])[S:16](Cl)(=[O:18])=[O:17].[NH4+].[Cl-]. Product: [O:1]1[CH2:2][CH2:3][CH:4]([C:7]2[N:11]([S:16]([N:15]([CH3:20])[CH3:14])(=[O:18])=[O:17])[CH:10]=[CH:9][N:8]=2)[CH2:5][CH2:6]1. The catalyst class is: 3. (4) Reactant: [NH4+:1].[Cl-].C1C=CC2N(O)N=NC=2C=1.CCN=C=NCCCN(C)C.CCN(C(C)C)C(C)C.[CH3:33][C:34]1[CH:39]=[C:38]([CH3:40])[CH:37]=[CH:36][C:35]=1[CH:41]([NH:48][C:49](=[O:72])[CH2:50][C:51]1[CH:52]=[CH:53][C:54]2[O:58][C:57]([CH:59]([C:65]3[CH:70]=[CH:69][N:68]=[CH:67][CH:66]=3)[O:60][CH2:61][C:62](O)=[O:63])=[CH:56][C:55]=2[CH:71]=1)[C:42]1[CH:47]=[CH:46][CH:45]=[CH:44][CH:43]=1. The catalyst class is: 34. Product: [NH2:1][C:62](=[O:63])[CH2:61][O:60][CH:59]([C:65]1[CH:70]=[CH:69][N:68]=[CH:67][CH:66]=1)[C:57]1[O:58][C:54]2[CH:53]=[CH:52][C:51]([CH2:50][C:49]([NH:48][CH:41]([C:35]3[CH:36]=[CH:37][C:38]([CH3:40])=[CH:39][C:34]=3[CH3:33])[C:42]3[CH:43]=[CH:44][CH:45]=[CH:46][CH:47]=3)=[O:72])=[CH:71][C:55]=2[CH:56]=1. (5) Reactant: [C:1]([N:3]=[C:4]([N:16]1[CH2:21][CH2:20][N:19]([C:22]2[S:23][C:24]([C:27]([O:29]CC)=[O:28])=[CH:25][N:26]=2)[CH2:18][CH:17]1[CH:32]([CH3:34])[CH3:33])[NH:5][C:6]1[CH:15]=[CH:14][CH:13]=[C:12]2[C:7]=1[CH:8]=[CH:9][CH:10]=[N:11]2)#[N:2].[OH-].[Na+].Cl. Product: [C:1]([N:3]=[C:4]([N:16]1[CH2:21][CH2:20][N:19]([C:22]2[S:23][C:24]([C:27]([OH:29])=[O:28])=[CH:25][N:26]=2)[CH2:18][CH:17]1[CH:32]([CH3:34])[CH3:33])[NH:5][C:6]1[CH:15]=[CH:14][CH:13]=[C:12]2[C:7]=1[CH:8]=[CH:9][CH:10]=[N:11]2)#[N:2]. The catalyst class is: 5. (6) Reactant: [NH2:1][C:2]1[C:7]([Cl:8])=[CH:6][CH:5]=[CH:4][C:3]=1[SH:9].[OH-].[K+].[Cl:12][C:13]1[CH:18]=[CH:17][CH:16]=[C:15]([N+:19]([O-:21])=[O:20])[C:14]=1Cl. Product: [Cl:8][C:7]1[CH:6]=[CH:5][CH:4]=[C:3]([S:9][C:14]2[C:15]([N+:19]([O-:21])=[O:20])=[CH:16][CH:17]=[CH:18][C:13]=2[Cl:12])[C:2]=1[NH2:1]. The catalyst class is: 14. (7) Reactant: [CH2:1]([N:8]1[C:13](=O)[CH:12]2[CH:10]([CH:11]2[N+:15]([O-:17])=[O:16])[C:9]1=O)[C:2]1[CH:7]=[CH:6][CH:5]=[CH:4][CH:3]=1.[BH4-].[Na+].B(F)(F)F.C1COCC1.O. Product: [CH2:1]([N:8]1[CH2:9][CH:10]2[CH:12]([CH:11]2[N+:15]([O-:17])=[O:16])[CH2:13]1)[C:2]1[CH:3]=[CH:4][CH:5]=[CH:6][CH:7]=1. The catalyst class is: 1. (8) Reactant: C([Li])CCC.[CH2:6]([O:9][CH:10]1[CH2:15][CH2:14][CH2:13][CH2:12][O:11]1)[C:7]#[CH:8].[CH3:16][C:17]1[N:21]([C:22]([C:35]2[CH:40]=[CH:39][CH:38]=[CH:37][CH:36]=2)([C:29]2[CH:34]=[CH:33][CH:32]=[CH:31][CH:30]=2)[C:23]2[CH:28]=[CH:27][CH:26]=[CH:25][CH:24]=2)[CH:20]=[N:19][C:18]=1[CH:41]=[O:42].O. Product: [CH3:16][C:17]1[N:21]([C:22]([C:23]2[CH:28]=[CH:27][CH:26]=[CH:25][CH:24]=2)([C:35]2[CH:36]=[CH:37][CH:38]=[CH:39][CH:40]=2)[C:29]2[CH:30]=[CH:31][CH:32]=[CH:33][CH:34]=2)[CH:20]=[N:19][C:18]=1[CH:41]([OH:42])[C:8]#[C:7][CH2:6][O:9][CH:10]1[CH2:15][CH2:14][CH2:13][CH2:12][O:11]1. The catalyst class is: 56.